The task is: Binary Classification. Given a miRNA mature sequence and a target amino acid sequence, predict their likelihood of interaction.. This data is from Experimentally validated miRNA-target interactions with 360,000+ pairs, plus equal number of negative samples. (1) Result: 1 (interaction). The miRNA is hsa-miR-7847-3p with sequence CGUGGAGGACGAGGAGGAGGC. The protein sequence of the target gene is MSLSSGASGGKGVDANPVETYDSGDEWDIGVGNLIIDLDADLEKDQQKLEMSGSKEVGIPAPNAVATLPDNIKFVTPVPGPQGKEGKSKSKRSKSGKDTSKPTPGTSLFTPSEGAASKKEVQGRSGDGANAGGLVAAIAPKGSEKAAKASRSVAGSKKEKENSSSKSKKERSEGVGTCSEKDPGVLQPVPLGGRGGQYDGSAGVDTGAVEPLGSIAIEPGAALNPLGTKPEPEEGENECRLLKKVKSEKMESPVSTPAVLPIHLLVPVVNNDISSPCEQIMVRTRSVGVNTCDVALATEP.... (2) The miRNA is hsa-miR-1268b with sequence CGGGCGUGGUGGUGGGGGUG. The protein sequence of the target gene is MAVNQSHTENRRGALIPNGESLLKRSPNVELSFPQRSEGSNVFSGRKTGTLFLTSYRVIFITSCSISDPMLSFMMPFDLMTNLTVEQPVFAANFIKGTIQAAPYGGWEGQATFKLVFRNGDAIEFAQLMVKAASAAARGFPLRTLNDWFSSMGIYVITGEGNMCTPQMPCSVIVYGAPPAGYGAPPPGYGAPPAGYGAQPVGNEGPPVGYRASPVRYGAPPLGYGAPPAGYGAPPLGYGAPPLGYGTPPLGYGAPPLGYGAPPAGNEGPPAGYRASPAGSGARPQESTAAQAPENEASLP.... Result: 0 (no interaction). (3) The miRNA is mmu-miR-129-2-3p with sequence AAGCCCUUACCCCAAAAAGCAU. The protein sequence of the target gene is MAEVKVKVQPPDADPVEIENRIIELCHQFPHGITDQVIQNEMPHIEAQQRAVAINRLLSMGQLDLLRSNTGLLYRIKDSQNAGKMKGSDNQEKLVYQIIEDAGNKGIWSRDIRYKSNLPLTEINKILKNLESKKLIKAVKSVAASKKKVYMLYNLQPDRSVTGGAWYSDQDFESEFVEVLNQQCFKFLQSKAETARESKQNPVIQRNSSFASSHEVWKYICELGISKVELSMEDIETILNTLIYDGKVEMTIIAAKEGTVGSVDGHMKLYRAVNPILPPTGVVRAPCGLCPVFEDCHEGG.... Result: 1 (interaction). (4) The protein sequence of the target gene is MAPARRPAGARLLLVYAGLLAAAAAGLGSPEPGAPSRSRARREPPPGNELPRGPGESRAGPAARPPEPTAERAHSVDPRDAWMLFVRQSDKGVNGKKRSRGKAKKLKFGLPGPPGPPGPQGPPGPIIPPEALLKEFQLLLKGAVRQRERAEPEPCTCGPAGPVAASLAPVSATAGEDDDDVVGDVLALLAAPLAPGPRAPRVEAAFLCRLRRDALVERRALHELGVYYLPDAEGAFRRGPGLNLTSGQYRAPVAGFYALAATLHVALGEPPRRGPPRPRDHLRLLICIQSRCQRNASLEA.... The miRNA is hsa-miR-3150a-5p with sequence CAACCUCGACGAUCUCCUCAGC. Result: 0 (no interaction). (5) The miRNA is hsa-miR-4715-3p with sequence GUGCCACCUUAACUGCAGCCAAU. The protein sequence of the target gene is MSKSASPKEPEQLRKLFIGGLSFETTDESLRSHFEQWGTLTDCVVMRDPNTKRSRGFGFVTYATVEEVDAAMNTTPHKVDGRVVEPKRAVSREDSQRPGAHLTVKKIFVGGIKEDTEEHHLRDYFEQYGKIEVIEIMTDRGSGKKRGFAFVTFDDHDSVDKIVIQKYHTVKGHNCEVRKALPKQEMASASSSQRGRRGSGNFGGGRGDGFGGNDNFGRGGNFSGRGGFGGSCGGGGYGGSGDGYNGFGNDGSNFGGGGSYNDFGNYNNQSSNFGPMKGGNFGGRSSGPYGGGGQYFAKPQ.... Result: 1 (interaction). (6) Result: 1 (interaction). The protein sequence of the target gene is MVRTKADSVPGTYRKVVAARAPRKVLGSSTSATNSTSVSSRKAENKYAGGNPVCVRPTPKWQKGIGEFFRLSPKDSEKENQIPEEAGSSGLGKAKRKACPLQPDHTNDEKE. The miRNA is hsa-miR-4793-3p with sequence UCUGCACUGUGAGUUGGCUGGCU.